From a dataset of Full USPTO retrosynthesis dataset with 1.9M reactions from patents (1976-2016). Predict the reactants needed to synthesize the given product. (1) Given the product [C:20]([O:23][C:24](=[O:25])[NH:14][C:10]1[CH2:11][O:12][CH2:13][C:8]([C:6]2[CH:7]=[C:2]([Br:1])[CH:3]=[CH:4][C:5]=2[F:18])([CH:15]([F:17])[F:16])[N:9]=1)([CH3:22])([CH3:21])[CH3:19], predict the reactants needed to synthesize it. The reactants are: [Br:1][C:2]1[CH:3]=[CH:4][C:5]([F:18])=[C:6]([C:8]2([CH:15]([F:17])[F:16])[CH2:13][O:12][CH2:11][C:10]([NH2:14])=[N:9]2)[CH:7]=1.[CH3:19][C:20]([O:23][C:24](O[C:24]([O:23][C:20]([CH3:22])([CH3:21])[CH3:19])=[O:25])=[O:25])([CH3:22])[CH3:21].CCN(C(C)C)C(C)C. (2) Given the product [NH2:11][CH2:10][CH2:9][CH:8]([C:4]1[CH:5]=[CH:6][CH:7]=[C:2]([Br:1])[CH:3]=1)[OH:12], predict the reactants needed to synthesize it. The reactants are: [Br:1][C:2]1[CH:3]=[C:4]([CH:8]([OH:12])[CH2:9][C:10]#[N:11])[CH:5]=[CH:6][CH:7]=1.Cl. (3) Given the product [F:1][C:2]1[CH:30]=[CH:29][CH:28]=[CH:27][C:3]=1[CH2:4][N:5]1[C:9]2=[N:10][CH:11]=[CH:12][CH:13]=[C:8]2[C:7]([C:14]2[N:15]=[C:16]([N:31]3[CH:35]=[CH:34][C:33]([CH:36]([OH:38])[CH3:37])=[N:32]3)[C:17]3[C:22]([CH3:24])([CH3:23])[C:21](=[O:25])[NH:20][C:18]=3[N:19]=2)=[N:6]1, predict the reactants needed to synthesize it. The reactants are: [F:1][C:2]1[CH:30]=[CH:29][CH:28]=[CH:27][C:3]=1[CH2:4][N:5]1[C:9]2=[N:10][CH:11]=[CH:12][CH:13]=[C:8]2[C:7]([C:14]2[N:15]=[C:16](I)[C:17]3[C:22]([CH3:24])([CH3:23])[C:21](=[O:25])[NH:20][C:18]=3[N:19]=2)=[N:6]1.[NH:31]1[CH:35]=[CH:34][C:33]([CH:36]([OH:38])[CH3:37])=[N:32]1.C(=O)([O-])[O-].[Cs+].[Cs+].OC1C=CC=CC=1C=NO. (4) Given the product [F:39][C:2]([F:38])([F:1])[C:3]1[CH:33]=[C:32]([C:34]([F:35])([F:36])[F:37])[CH:31]=[CH:30][C:4]=1[CH2:5][N:6]1[C:14]2[C:9](=[CH:10][C:11](/[CH:15]=[C:16]3/[C:17](=[O:29])[N:18]([C@@H:22]4[CH2:27][CH2:26][N:25]([CH3:40])[CH2:24][C@H:23]4[F:28])[C:19](=[O:21])[S:20]/3)=[CH:12][CH:13]=2)[CH:8]=[N:7]1, predict the reactants needed to synthesize it. The reactants are: [F:1][C:2]([F:39])([F:38])[C:3]1[CH:33]=[C:32]([C:34]([F:37])([F:36])[F:35])[CH:31]=[CH:30][C:4]=1[CH2:5][N:6]1[C:14]2[C:9](=[CH:10][C:11](/[CH:15]=[C:16]3/[C:17](=[O:29])[N:18]([C@@H:22]4[CH2:27][CH2:26][NH:25][CH2:24][C@H:23]4[F:28])[C:19](=[O:21])[S:20]/3)=[CH:12][CH:13]=2)[CH:8]=[N:7]1.[CH2:40]=O. (5) Given the product [C:12]([Si:9]([O:8][CH2:7][C:4]1[S:5][CH:6]=[C:2]([CH2:16][CH3:17])[CH:3]=1)([CH3:11])[CH3:10])([CH3:15])([CH3:14])[CH3:13], predict the reactants needed to synthesize it. The reactants are: Br[C:2]1[CH:3]=[C:4]([CH2:7][O:8][Si:9]([C:12]([CH3:15])([CH3:14])[CH3:13])([CH3:11])[CH3:10])[S:5][CH:6]=1.[CH2:16]([Mg]Br)[CH3:17].O1CCCC1.[Cl-].[NH4+]. (6) Given the product [CH2:1]([NH:8][C:9](=[O:28])[C@@H:10]([CH2:19][O:20][CH2:21][C:22]1[CH:27]=[CH:26][CH:25]=[CH:24][CH:23]=1)[NH2:11])[C:2]1[CH:3]=[CH:4][CH:5]=[CH:6][CH:7]=1, predict the reactants needed to synthesize it. The reactants are: [CH2:1]([NH:8][C:9](=[O:28])[C@@H:10]([CH2:19][O:20][CH2:21][C:22]1[CH:27]=[CH:26][CH:25]=[CH:24][CH:23]=1)[NH:11]C(OC(C)(C)C)=O)[C:2]1[CH:7]=[CH:6][CH:5]=[CH:4][CH:3]=1.ClCCl.FC(F)(F)C(O)=O.[OH-].[Na+].